Task: Predict the product of the given reaction.. Dataset: Forward reaction prediction with 1.9M reactions from USPTO patents (1976-2016) (1) Given the reactants [CH:1]1([C:4]([NH:6][C:7]2[CH:36]=[C:10]3[C:11]([C:15]4[CH:35]=[CH:34][C:18]([CH2:19][N:20]5[CH2:25][CH2:24][N:23](C(OC(C)(C)C)=O)[CH2:22][C@H:21]5[CH3:33])=[CH:17][CH:16]=4)=[CH:12][CH:13]=[CH:14][N:9]3[N:8]=2)=[O:5])[CH2:3][CH2:2]1.C(O)(C(F)(F)F)=O, predict the reaction product. The product is: [CH3:33][C@@H:21]1[CH2:22][NH:23][CH2:24][CH2:25][N:20]1[CH2:19][C:18]1[CH:17]=[CH:16][C:15]([C:11]2[C:10]3[N:9]([N:8]=[C:7]([NH:6][C:4]([CH:1]4[CH2:3][CH2:2]4)=[O:5])[CH:36]=3)[CH:14]=[CH:13][CH:12]=2)=[CH:35][CH:34]=1. (2) Given the reactants [F:1][C:2]([F:16])([F:15])[C:3]1[CH:8]=[CH:7][N:6]2[C:9]([C:12]([OH:14])=O)=[CH:10][N:11]=[C:5]2[CH:4]=1.CN(C=O)C.[NH2:22][C:23]1[CH:24]=[C:25]([C:30]2[N:34]=[C:33]([CH:35]3[CH2:38][N:37]([C:39]([O:41][CH3:42])=[O:40])[CH2:36]3)[O:32][N:31]=2)[CH:26]=[CH:27][C:28]=1[CH3:29], predict the reaction product. The product is: [CH3:29][C:28]1[CH:27]=[CH:26][C:25]([C:30]2[N:34]=[C:33]([CH:35]3[CH2:36][N:37]([C:39]([O:41][CH3:42])=[O:40])[CH2:38]3)[O:32][N:31]=2)=[CH:24][C:23]=1[NH:22][C:12]([C:9]1[N:6]2[CH:7]=[CH:8][C:3]([C:2]([F:1])([F:16])[F:15])=[CH:4][C:5]2=[N:11][CH:10]=1)=[O:14]. (3) Given the reactants [CH3:1][C:2]([NH:4][C:5]1[CH:10]=[CH:9][C:8](Cl)=[CH:7][CH:6]=1)=[O:3].[NH2:12][C:13]1[CH:18]=[CH:17][C:16]([CH3:19])=[CH:15][CH:14]=1.CCCCCC, predict the reaction product. The product is: [C:16]1([CH3:19])[CH:17]=[CH:18][C:13]([NH:12][C:8]2[CH:9]=[CH:10][C:5]([NH:4][C:2](=[O:3])[CH3:1])=[CH:6][CH:7]=2)=[CH:14][CH:15]=1. (4) Given the reactants [Br:1][C:2]1[CH:3]=[C:4]2[C:10]([C:11]([C:13]3[CH:18]=[CH:17][CH:16]=[C:15]([O:19]C)[C:14]=3[F:21])=[O:12])=[CH:9][NH:8][C:5]2=[N:6][CH:7]=1.FC1C(OC)=CC=CC=1CC1C2C(=NC=C(C3C=NC=CC=3)C=2)NC=1, predict the reaction product. The product is: [Br:1][C:2]1[CH:3]=[C:4]2[C:10]([C:11]([C:13]3[CH:18]=[CH:17][CH:16]=[C:15]([OH:19])[C:14]=3[F:21])=[O:12])=[CH:9][NH:8][C:5]2=[N:6][CH:7]=1.